From a dataset of NCI-60 drug combinations with 297,098 pairs across 59 cell lines. Regression. Given two drug SMILES strings and cell line genomic features, predict the synergy score measuring deviation from expected non-interaction effect. (1) Drug 1: CC(CN1CC(=O)NC(=O)C1)N2CC(=O)NC(=O)C2. Drug 2: C1CC(=O)NC(=O)C1N2C(=O)C3=CC=CC=C3C2=O. Cell line: NCI-H226. Synergy scores: CSS=8.28, Synergy_ZIP=-3.17, Synergy_Bliss=-0.311, Synergy_Loewe=-3.29, Synergy_HSA=-0.963. (2) Drug 2: C(CN)CNCCSP(=O)(O)O. Drug 1: C1=CC(=CC=C1CC(C(=O)O)N)N(CCCl)CCCl.Cl. Cell line: 786-0. Synergy scores: CSS=15.3, Synergy_ZIP=2.03, Synergy_Bliss=6.47, Synergy_Loewe=1.06, Synergy_HSA=3.64. (3) Cell line: SNB-19. Drug 2: C1CC(=O)NC(=O)C1N2C(=O)C3=CC=CC=C3C2=O. Synergy scores: CSS=34.4, Synergy_ZIP=5.81, Synergy_Bliss=6.19, Synergy_Loewe=-29.3, Synergy_HSA=5.62. Drug 1: CCC1=CC2CC(C3=C(CN(C2)C1)C4=CC=CC=C4N3)(C5=C(C=C6C(=C5)C78CCN9C7C(C=CC9)(C(C(C8N6C)(C(=O)OC)O)OC(=O)C)CC)OC)C(=O)OC.C(C(C(=O)O)O)(C(=O)O)O. (4) Drug 1: CC12CCC3C(C1CCC2=O)CC(=C)C4=CC(=O)C=CC34C. Drug 2: CC1=CC2C(CCC3(C2CCC3(C(=O)C)OC(=O)C)C)C4(C1=CC(=O)CC4)C. Cell line: HCC-2998. Synergy scores: CSS=29.6, Synergy_ZIP=4.27, Synergy_Bliss=-6.17, Synergy_Loewe=-35.6, Synergy_HSA=-8.30.